This data is from Forward reaction prediction with 1.9M reactions from USPTO patents (1976-2016). The task is: Predict the product of the given reaction. Given the reactants CS(O[CH2:6][CH2:7][N:8]1[C:12](=[O:13])[C:11]2[CH:14]=[C:15]([C:17]3[CH:22]=[CH:21][N:20]=[C:19]([NH:23][C:24]4[N:25]([CH3:29])[N:26]=[CH:27][CH:28]=4)[N:18]=3)[S:16][C:10]=2[C:9]1([CH3:31])[CH3:30])(=O)=O.[CH3:32][NH:33][CH:34]1[CH2:36][CH2:35]1, predict the reaction product. The product is: [CH:34]1([N:33]([CH3:32])[CH2:6][CH2:7][N:8]2[C:12](=[O:13])[C:11]3[CH:14]=[C:15]([C:17]4[CH:22]=[CH:21][N:20]=[C:19]([NH:23][C:24]5[N:25]([CH3:29])[N:26]=[CH:27][CH:28]=5)[N:18]=4)[S:16][C:10]=3[C:9]2([CH3:31])[CH3:30])[CH2:36][CH2:35]1.